Dataset: Full USPTO retrosynthesis dataset with 1.9M reactions from patents (1976-2016). Task: Predict the reactants needed to synthesize the given product. Given the product [CH2:1]([O:3][C:4]([N:6]1[CH2:11][CH2:10][NH:9][CH2:8][C@@H:7]1[CH3:19])=[O:5])[CH3:2], predict the reactants needed to synthesize it. The reactants are: [CH2:1]([O:3][C:4]([N:6]1[CH2:11][CH2:10][N:9](C(OC(C)(C)C)=O)[CH2:8][C@@H:7]1[CH3:19])=[O:5])[CH3:2].C(O)(C(F)(F)F)=O.